From a dataset of Forward reaction prediction with 1.9M reactions from USPTO patents (1976-2016). Predict the product of the given reaction. Given the reactants [C:1]([C:3]1[CH:4]=[C:5]2[C:10](=[CH:11][C:12]=1[OH:13])[N:9]=[CH:8][CH:7]=[C:6]2[O:14][C:15]1[CH:20]=[CH:19][C:18]([NH:21][C:22]([NH:24][CH:25]2[CH2:27][CH2:26]2)=[O:23])=[C:17]([Cl:28])[CH:16]=1)#[N:2].[Br:29][CH2:30][CH2:31][CH2:32]Br, predict the reaction product. The product is: [Br:29][CH2:30][CH2:31][CH2:32][O:13][C:12]1[CH:11]=[C:10]2[C:5]([C:6]([O:14][C:15]3[CH:20]=[CH:19][C:18]([NH:21][C:22]([NH:24][CH:25]4[CH2:26][CH2:27]4)=[O:23])=[C:17]([Cl:28])[CH:16]=3)=[CH:7][CH:8]=[N:9]2)=[CH:4][C:3]=1[C:1]#[N:2].